Dataset: Forward reaction prediction with 1.9M reactions from USPTO patents (1976-2016). Task: Predict the product of the given reaction. Given the reactants C(O[Si:4](OCC)(OCC)[C:5]1[CH:6]=[CH:7][C:8]2[NH:9][C:10]3[C:15]([C:16]=2[CH:17]=1)=[CH:14][C:13]([Si](OCC)(OCC)OCC)=[CH:12][CH:11]=3)C.C([Mg]Br)C=C.Cl, predict the reaction product. The product is: [CH:7]1[C:8]2[NH:9][C:10]3[C:15](=[CH:14][CH:13]=[CH:12][CH:11]=3)[C:16]=2[CH:17]=[CH:5][CH:6]=1.[SiH4:4].